Dataset: Catalyst prediction with 721,799 reactions and 888 catalyst types from USPTO. Task: Predict which catalyst facilitates the given reaction. (1) Reactant: [O:1]1[CH2:6][CH2:5][NH:4][S:3](=[O:8])(=[O:7])[CH2:2]1.Br[C:10]1[CH:22]=[CH:21][C:13]([C:14]([O:16][C:17]([CH3:20])([CH3:19])[CH3:18])=[O:15])=[CH:12][CH:11]=1.CC1(C)C2C(=C(P(C3C=CC=CC=3)C3C=CC=CC=3)C=CC=2)OC2C(P(C3C=CC=CC=3)C3C=CC=CC=3)=CC=CC1=2.C(=O)([O-])[O-].[Cs+].[Cs+]. Product: [O:7]=[S:3]1(=[O:8])[N:4]([C:10]2[CH:22]=[CH:21][C:13]([C:14]([O:16][C:17]([CH3:18])([CH3:19])[CH3:20])=[O:15])=[CH:12][CH:11]=2)[CH2:5][CH2:6][O:1][CH2:2]1. The catalyst class is: 160. (2) Reactant: COC[N:4]1[CH:8]=[C:7]([N+:9]([O-:11])=[O:10])[N:6]=[C:5]1Br.[ClH:13]. Product: [Cl:13][C:5]1[NH:4][CH:8]=[C:7]([N+:9]([O-:11])=[O:10])[N:6]=1. The catalyst class is: 6. (3) Reactant: [CH3:1][O:2][C:3]1[CH:4]=[C:5]2[C:10](=[CH:11][C:12]=1[O:13][CH3:14])[N:9]=[CH:8][CH:7]=[C:6]2[O:15][C:16]1[CH:22]=[CH:21][C:19]([NH2:20])=[CH:18][C:17]=1[F:23].C(N(CC)CC)C.ClC(Cl)(O[C:35](=[O:41])OC(Cl)(Cl)Cl)Cl.[F:43][C:44]1[CH:49]=[CH:48][C:47]([C@@H:50]([NH2:52])[CH3:51])=[CH:46][CH:45]=1. Product: [CH3:1][O:2][C:3]1[CH:4]=[C:5]2[C:10](=[CH:11][C:12]=1[O:13][CH3:14])[N:9]=[CH:8][CH:7]=[C:6]2[O:15][C:16]1[CH:22]=[CH:21][C:19]([NH:20][C:35]([NH:52][C@H:50]([C:47]2[CH:48]=[CH:49][C:44]([F:43])=[CH:45][CH:46]=2)[CH3:51])=[O:41])=[CH:18][C:17]=1[F:23]. The catalyst class is: 22. (4) Reactant: [C:1]1([S:7]([CH2:9][F:10])=O)[CH:6]=[CH:5][CH:4]=[CH:3][CH:2]=1.[CH3:11][C:12]1[CH:13]=[CH:14][C:15]([CH3:18])=[CH:16][CH:17]=1.FC(F)(F)S(OS(C(F)(F)F)(=O)=O)(=O)=O.[H+].[B-:35]([F:39])([F:38])([F:37])[F:36].C([O-])(O)=O.[Na+]. Product: [F:36][B-:35]([F:39])([F:38])[F:37].[CH3:11][C:12]1[CH:17]=[CH:16][C:15]([CH3:18])=[CH:14][C:13]=1[S+:7]([CH2:9][F:10])[C:1]1[CH:6]=[CH:5][CH:4]=[CH:3][CH:2]=1. The catalyst class is: 27. (5) Reactant: [N:1]1[C:10]2[C:5](=[CH:6][CH:7]=[CH:8][CH:9]=2)[C:4]([N:11]2[CH2:16][CH2:15][NH:14][CH2:13][C:12]2=[O:17])=[CH:3][CH:2]=1.C(N(CC)CC)C.[CH3:25][CH:26]([CH3:32])/[CH:27]=[CH:28]/[C:29](Cl)=[O:30]. Product: [CH3:25][CH:26]([CH3:32])/[CH:27]=[CH:28]/[C:29]([N:14]1[CH2:15][CH2:16][N:11]([C:4]2[C:5]3[C:10](=[CH:9][CH:8]=[CH:7][CH:6]=3)[N:1]=[CH:2][CH:3]=2)[C:12](=[O:17])[CH2:13]1)=[O:30]. The catalyst class is: 4.